This data is from Forward reaction prediction with 1.9M reactions from USPTO patents (1976-2016). The task is: Predict the product of the given reaction. (1) Given the reactants [CH2:1]([N:3]([CH2:33][CH3:34])[C:4]1[N:9]=[C:8]([NH:10][CH:11]([CH2:19][C:20]2[CH:25]=[CH:24][C:23]([O:26][C:27](=[O:31])[N:28]([CH3:30])[CH3:29])=[CH:22][CH:21]=2)[C:12]([O:14][C:15]([CH3:18])([CH3:17])[CH3:16])=[O:13])[C:7]([NH2:32])=[CH:6][N:5]=1)[CH3:2].[F:35][C:36]1[CH:41]=[CH:40][C:39]([S:42](Cl)(=[O:44])=[O:43])=[CH:38][CH:37]=1.CN(C)CCCN, predict the reaction product. The product is: [CH2:33]([N:3]([CH2:1][CH3:2])[C:4]1[N:9]=[C:8]([NH:10][CH:11]([CH2:19][C:20]2[CH:25]=[CH:24][C:23]([O:26][C:27](=[O:31])[N:28]([CH3:29])[CH3:30])=[CH:22][CH:21]=2)[C:12]([O:14][C:15]([CH3:18])([CH3:16])[CH3:17])=[O:13])[C:7]([NH:32][S:42]([C:39]2[CH:40]=[CH:41][C:36]([F:35])=[CH:37][CH:38]=2)(=[O:44])=[O:43])=[CH:6][N:5]=1)[CH3:34]. (2) Given the reactants C([BH3-])#N.[Na+].O.[OH-].[Na+].Cl.[F:9][C:10]1[CH:11]=[C:12]([C:17]2[C:18]3[C:19]4[CH2:30][CH2:29][NH:28][CH2:27][CH2:26][C:20]=4[NH:21][C:22]=3[CH:23]=[CH:24][CH:25]=2)[CH:13]=[C:14]([F:16])[CH:15]=1, predict the reaction product. The product is: [F:9][C:10]1[CH:11]=[C:12]([C:17]2[C:18]3[C@@H:19]4[CH2:30][CH2:29][NH:28][CH2:27][CH2:26][C@@H:20]4[NH:21][C:22]=3[CH:23]=[CH:24][CH:25]=2)[CH:13]=[C:14]([F:16])[CH:15]=1. (3) Given the reactants [NH2:1][C:2]1[CH:3]=[C:4]([CH:8]=[C:9]([C:11]([CH3:15])=[C:12]([CH3:14])[CH3:13])[CH:10]=1)[C:5]([OH:7])=[O:6].[CH3:16][O:17][C:18]1[N:23]=[C:22]([O:24][CH3:25])[C:21]([C:26]2[CH:35]=[C:34]3[C:29]([C:30](Cl)=[C:31]([C:36]([NH2:38])=[O:37])[CH:32]=[N:33]3)=[CH:28][CH:27]=2)=[CH:20][N:19]=1, predict the reaction product. The product is: [C:5]([OH:7])(=[O:6])[CH3:4].[NH2:38][C:36]([C:31]1[CH:32]=[N:33][C:34]2[C:29]([C:30]=1[NH:1][C:2]1[CH:3]=[C:4]([CH:8]=[C:9]([C:11]([CH3:15])=[C:12]([CH3:14])[CH3:13])[CH:10]=1)[C:5]([OH:7])=[O:6])=[CH:28][CH:27]=[C:26]([C:21]1[C:22]([O:24][CH3:25])=[N:23][C:18]([O:17][CH3:16])=[N:19][CH:20]=1)[CH:35]=2)=[O:37].